Predict which catalyst facilitates the given reaction. From a dataset of Catalyst prediction with 721,799 reactions and 888 catalyst types from USPTO. (1) Reactant: [NH2:1][C:2]1[N:7]=[C:6]([CH:8]([OH:18])[CH2:9][O:10][Si:11]([C:14]([CH3:17])([CH3:16])[CH3:15])([CH3:13])[CH3:12])[CH:5]=[CH:4][N:3]=1.[Cl:19][C:20]1[CH:25]=[C:24]([F:26])[CH:23]=[CH:22][C:21]=1O.C1(P(C2C=CC=CC=2)C2C=CC=CC=2)C=CC=CC=1.N(/C(OCC1C=CC(Cl)=CC=1)=O)=N\C(OCC1C=CC(Cl)=CC=1)=O. Product: [Si:11]([O:10][CH2:9][CH:8]([C:6]1[CH:5]=[CH:4][N:3]=[C:2]([NH2:1])[N:7]=1)[O:18][C:21]1[CH:22]=[CH:23][C:24]([F:26])=[CH:25][C:20]=1[Cl:19])([C:14]([CH3:15])([CH3:17])[CH3:16])([CH3:13])[CH3:12]. The catalyst class is: 4. (2) Reactant: [Cl:1][C:2]1[C:7]([CH2:8][NH:9][CH2:10][CH:11]([CH:13]2[CH2:17][CH2:16][CH2:15][O:14]2)[OH:12])=[C:6]([CH3:18])[CH:5]=[C:4]([Cl:19])[N:3]=1.C=O.[C:22](O)(=O)C.C([BH3-])#N.[Na+].C([O-])(O)=O.[Na+]. Product: [Cl:1][C:2]1[C:7]([CH2:8][N:9]([CH3:22])[CH2:10][CH:11]([CH:13]2[CH2:17][CH2:16][CH2:15][O:14]2)[OH:12])=[C:6]([CH3:18])[CH:5]=[C:4]([Cl:19])[N:3]=1. The catalyst class is: 5.